This data is from Catalyst prediction with 721,799 reactions and 888 catalyst types from USPTO. The task is: Predict which catalyst facilitates the given reaction. (1) Reactant: O[CH2:2][C:3]1[CH:12]=[CH:11][C:10]2[C:5](=[C:6]([C:13]3[C:22]4[C:17](=[CH:18][CH:19]=[CH:20][CH:21]=4)[CH:16]=[CH:15][CH:14]=3)[CH:7]=[CH:8][CH:9]=2)[N:4]=1.O=S(Cl)[Cl:25]. Product: [ClH:25].[Cl:25][CH2:2][C:3]1[CH:12]=[CH:11][C:10]2[C:5](=[C:6]([C:13]3[C:22]4[C:17](=[CH:18][CH:19]=[CH:20][CH:21]=4)[CH:16]=[CH:15][CH:14]=3)[CH:7]=[CH:8][CH:9]=2)[N:4]=1. The catalyst class is: 10. (2) Reactant: [Cl:1][C:2]1[CH:22]=[C:21]([Cl:23])[CH:20]=[CH:19][C:3]=1[CH2:4][N:5]1[C:9]([CH2:10][CH2:11][C:12]([OH:14])=O)=[CH:8][C:7]([O:15][CH:16]([CH3:18])[CH3:17])=[N:6]1.[CH3:24][C:25]1[CH:30]=[CH:29][CH:28]=[CH:27][C:26]=1[S:31]([NH2:34])(=[O:33])=[O:32].N12CCCN=C1CCCCC2. Product: [Cl:1][C:2]1[CH:22]=[C:21]([Cl:23])[CH:20]=[CH:19][C:3]=1[CH2:4][N:5]1[C:9]([CH2:10][CH2:11][C:12]([NH:34][S:31]([C:26]2[CH:27]=[CH:28][CH:29]=[CH:30][C:25]=2[CH3:24])(=[O:32])=[O:33])=[O:14])=[CH:8][C:7]([O:15][CH:16]([CH3:18])[CH3:17])=[N:6]1. The catalyst class is: 7. (3) Reactant: [N+:1]([C:4]1[CH:5]=[C:6]2[C:10](=[CH:11][CH:12]=1)[N:9]([CH2:13][C:14]([O:16][CH2:17][C:18]1[CH:23]=[CH:22][CH:21]=[CH:20][CH:19]=1)=[O:15])[CH2:8][CH2:7]2)([O-])=O.[Cl-].[NH4+]. Product: [NH2:1][C:4]1[CH:5]=[C:6]2[C:10](=[CH:11][CH:12]=1)[N:9]([CH2:13][C:14]([O:16][CH2:17][C:18]1[CH:23]=[CH:22][CH:21]=[CH:20][CH:19]=1)=[O:15])[CH2:8][CH2:7]2. The catalyst class is: 190. (4) Reactant: [Cl:1][C:2]1[CH:7]=[CH:6][C:5]([C:8]2([C:13]3[CH:18]=[CH:17][C:16]([N+:19]([O-])=O)=[C:15]([CH3:22])[CH:14]=3)[S:12][CH2:11][CH2:10][O:9]2)=[CH:4][CH:3]=1.[BH4-].[K+]. Product: [Cl:1][C:2]1[CH:3]=[CH:4][C:5]([C:8]2([C:13]3[CH:18]=[CH:17][C:16]([NH2:19])=[C:15]([CH3:22])[CH:14]=3)[S:12][CH2:11][CH2:10][O:9]2)=[CH:6][CH:7]=1. The catalyst class is: 5. (5) Reactant: C(OC([N:8]1[CH2:13][CH:12]=[C:11]([C:14]2[NH:23][C:17]3[N:18]=[CH:19][N:20]=[C:21](Cl)[C:16]=3[CH:15]=2)[CH2:10][CH2:9]1)=O)(C)(C)C.[C:24]1([NH2:34])[C:33]2[C:28](=[CH:29][CH:30]=[CH:31][CH:32]=2)[CH:27]=[CH:26][CH:25]=1.FC(F)(F)C(O)=O.C([O-])(O)=O.[Na+]. Product: [C:24]1([NH:34][C:21]2[C:16]3[CH:15]=[C:14]([C:11]4[CH2:10][CH2:9][NH:8][CH2:13][CH:12]=4)[NH:23][C:17]=3[N:18]=[CH:19][N:20]=2)[C:33]2[C:28](=[CH:29][CH:30]=[CH:31][CH:32]=2)[CH:27]=[CH:26][CH:25]=1. The catalyst class is: 836.